Dataset: Peptide-MHC class II binding affinity with 134,281 pairs from IEDB. Task: Regression. Given a peptide amino acid sequence and an MHC pseudo amino acid sequence, predict their binding affinity value. This is MHC class II binding data. (1) The peptide sequence is PYGATISATPEWATP. The MHC is DRB1_0901 with pseudo-sequence DRB1_0901. The binding affinity (normalized) is 0.279. (2) The peptide sequence is DLPTHENHGLKTRQE. The MHC is DRB3_0301 with pseudo-sequence DRB3_0301. The binding affinity (normalized) is 0.269. (3) The peptide sequence is VPRDLEVVAATPTSL. The MHC is DRB1_1201 with pseudo-sequence DRB1_1201. The binding affinity (normalized) is 0.175. (4) The peptide sequence is TNILLNVPLRGTIVT. The MHC is DRB1_0101 with pseudo-sequence DRB1_0101. The binding affinity (normalized) is 0.959. (5) The peptide sequence is GLDVVDAVSNALIKS. The MHC is DRB1_0401 with pseudo-sequence DRB1_0401. The binding affinity (normalized) is 0.608. (6) The peptide sequence is DSGKVIPEWCCRSCT. The MHC is DRB1_0404 with pseudo-sequence DRB1_0404. The binding affinity (normalized) is 0.502. (7) The MHC is HLA-DQA10104-DQB10503 with pseudo-sequence HLA-DQA10104-DQB10503. The peptide sequence is VPPADKYKTFEAAFT. The binding affinity (normalized) is 0.0579.